From a dataset of Reaction yield outcomes from USPTO patents with 853,638 reactions. Predict the reaction yield, written as a fraction of the theoretical maximum amount of product (1.0 means a 100% yield; for example, 0.34 means a 34% yield). (1) The reactants are [NH2:1][C@@H:2]1[CH:7]2[CH2:8][CH2:9][N:4]([CH2:5][CH2:6]2)[C@H:3]1[CH2:10][C:11]1[CH:12]=[N:13][CH:14]=[CH:15][CH:16]=1.C(O)C.[C:20]1([CH3:47])[CH:25]=[CH:24][C:23]([C:26]([C@:28]([C:44]([OH:46])=[O:45])([OH:43])[C@:29]([C:34]([C:36]2[CH:41]=[CH:40][C:39]([CH3:42])=[CH:38][CH:37]=2)=[O:35])([OH:33])[C:30]([OH:32])=[O:31])=[O:27])=[CH:22][CH:21]=1. The catalyst is C(O)C.O. The product is [C:20]1([CH3:47])[CH:25]=[CH:24][C:23]([C:26]([C@:28]([C:44]([OH:46])=[O:45])([OH:43])[C@:29]([C:34]([C:36]2[CH:37]=[CH:38][C:39]([CH3:42])=[CH:40][CH:41]=2)=[O:35])([OH:33])[C:30]([OH:32])=[O:31])=[O:27])=[CH:22][CH:21]=1.[NH2:1][C@@H:2]1[CH:7]2[CH2:6][CH2:5][N:4]([CH2:9][CH2:8]2)[C@H:3]1[CH2:10][C:11]1[CH:12]=[N:13][CH:14]=[CH:15][CH:16]=1. The yield is 0.581. (2) The reactants are [CH2:1]([N:3]1[C:7]([CH3:8])=[C:6]([CH:9]([NH2:11])C)[CH:5]=[N:4]1)[CH3:2].[F:12][C:13]([F:31])([F:30])[C:14]([C:17]1[CH:26]=[CH:25][C:24]2[C:19](=[CH:20][CH:21]=[C:22]([C:27](O)=[O:28])[CH:23]=2)[N:18]=1)([CH3:16])[CH3:15].CN(C(ON1N=NC2C=CC=CC1=2)=[N+](C)C)C.F[P-](F)(F)(F)(F)F.C(N(CC)CC)C. The catalyst is CN(C=O)C. The product is [CH2:1]([N:3]1[C:7]([CH3:8])=[C:6]([CH2:9][NH:11][C:27]([C:22]2[CH:23]=[C:24]3[C:19](=[CH:20][CH:21]=2)[N:18]=[C:17]([C:14]([CH3:16])([CH3:15])[C:13]([F:31])([F:30])[F:12])[CH:26]=[CH:25]3)=[O:28])[CH:5]=[N:4]1)[CH3:2]. The yield is 0.120. (3) The reactants are [S:1](=[O:33])(=[O:32])([O:3][CH2:4][C@@H:5]1[C@@H:12]2[C@@H:8]([O:9]C(C)(C)[O:11]2)[C@H:7]([NH:15][C:16]2[CH:21]=[C:20]([NH:22][C@@H:23]3[C:31]4[C:26](=[CH:27][CH:28]=[CH:29][CH:30]=4)[CH2:25][CH2:24]3)[N:19]=[CH:18][N:17]=2)[CH2:6]1)[NH2:2].FC(F)(F)C(O)=O.O. No catalyst specified. The product is [S:1](=[O:33])(=[O:32])([O:3][CH2:4][C@H:5]1[CH2:6][C@@H:7]([NH:15][C:16]2[CH:21]=[C:20]([NH:22][C@@H:23]3[C:31]4[C:26](=[CH:27][CH:28]=[CH:29][CH:30]=4)[CH2:25][CH2:24]3)[N:19]=[CH:18][N:17]=2)[C@H:8]([OH:9])[C@@H:12]1[OH:11])[NH2:2]. The yield is 0.490. (4) The reactants are [OH:1][C:2]1[CH:7]=[CH:6][CH:5]=[C:4]([OH:8])[C:3]=1[C:9]1[CH:10]=[C:11]([CH:20]2[CH2:25][CH2:24][CH2:23][N:22](C(OC(C)(C)C)=O)[CH2:21]2)[C:12]2[CH2:17][O:16][C:15](=[O:18])[NH:14][C:13]=2[N:19]=1.[ClH:33]. The catalyst is O1CCOCC1. The product is [ClH:33].[OH:1][C:2]1[CH:7]=[CH:6][CH:5]=[C:4]([OH:8])[C:3]=1[C:9]1[CH:10]=[C:11]([CH:20]2[CH2:25][CH2:24][CH2:23][NH:22][CH2:21]2)[C:12]2[CH2:17][O:16][C:15](=[O:18])[NH:14][C:13]=2[N:19]=1. The yield is 0.460. (5) The reactants are [F:1][C:2]1[CH:8]=[CH:7][C:5]([NH2:6])=[CH:4][C:3]=1[OH:9].[CH2:10](Cl)[C:11]1[CH:16]=[CH:15][CH:14]=[CH:13][CH:12]=1. The catalyst is CN(C=O)C. The product is [CH2:10]([O:9][C:3]1[CH:4]=[C:5]([NH2:6])[CH:7]=[CH:8][C:2]=1[F:1])[C:11]1[CH:16]=[CH:15][CH:14]=[CH:13][CH:12]=1. The yield is 0.686. (6) The reactants are [F:1][C:2]([F:12])([F:11])[C:3]1[CH:4]=[C:5]([CH:8]=[CH:9][CH:10]=1)[CH2:6][NH2:7].[C:13]([C:15]1[CH:16]=[C:17]([NH:21][C:22](=[O:34])[NH:23][C:24]2[CH:29]=[CH:28][C:27]([S:30](Cl)(=[O:32])=[O:31])=[CH:26][CH:25]=2)[CH:18]=[CH:19][CH:20]=1)#[N:14].C(N(CC)CC)C. The catalyst is C(#N)C. The product is [C:13]([C:15]1[CH:16]=[C:17]([NH:21][C:22](=[O:34])[NH:23][C:24]2[CH:29]=[CH:28][C:27]([S:30]([NH:7][CH2:6][C:5]3[CH:8]=[CH:9][CH:10]=[C:3]([C:2]([F:11])([F:12])[F:1])[CH:4]=3)(=[O:31])=[O:32])=[CH:26][CH:25]=2)[CH:18]=[CH:19][CH:20]=1)#[N:14]. The yield is 0.970. (7) The reactants are [Cl:1][C:2]1[CH:3]=[C:4]([C:8]([CH:10]2[CH2:15][CH2:14][CH2:13][CH2:12][CH2:11]2)=[O:9])[CH:5]=[CH:6][CH:7]=1.[N+:16]([O-])([OH:18])=[O:17].OS(O)(=O)=O. No catalyst specified. The product is [Cl:1][C:2]1[CH:7]=[CH:6][C:5]([N+:16]([O-:18])=[O:17])=[C:4]([C:8]([CH:10]2[CH2:11][CH2:12][CH2:13][CH2:14][CH2:15]2)=[O:9])[CH:3]=1. The yield is 0.660. (8) The product is [CH:24]([O:27][C:28]1[CH:34]=[CH:33][C:31]([NH:32][C:2]2[C:3]3[CH2:11][N:10]([C:12]4[CH:19]=[CH:18][C:15]([C:16]#[N:17])=[C:14]([C:20]([F:23])([F:22])[F:21])[CH:13]=4)[CH2:9][CH2:8][C:4]=3[N:5]=[CH:6][N:7]=2)=[CH:30][CH:29]=1)([CH3:26])[CH3:25]. The catalyst is C(#N)C. The reactants are Cl[C:2]1[C:3]2[CH2:11][N:10]([C:12]3[CH:19]=[CH:18][C:15]([C:16]#[N:17])=[C:14]([C:20]([F:23])([F:22])[F:21])[CH:13]=3)[CH2:9][CH2:8][C:4]=2[N:5]=[CH:6][N:7]=1.[CH:24]([O:27][C:28]1[CH:34]=[CH:33][C:31]([NH2:32])=[CH:30][CH:29]=1)([CH3:26])[CH3:25].C(=O)([O-])O.[Na+]. The yield is 1.00. (9) The reactants are F[C:2]1[CH:15]=[CH:14][C:13]([N+:16]([O-:18])=[O:17])=[CH:12][C:3]=1[CH2:4][O:5][CH:6]1[CH2:11][CH2:10][CH2:9][CH2:8][O:7]1.[C:19]1([OH:25])[CH:24]=[CH:23][CH:22]=[CH:21][CH:20]=1.CC([O-])(C)C.[K+]. The catalyst is C1(C)C=CC=CC=1.O. The product is [N+:16]([C:13]1[CH:14]=[CH:15][C:2]([O:25][C:19]2[CH:24]=[CH:23][CH:22]=[CH:21][CH:20]=2)=[C:3]([CH:12]=1)[CH2:4][O:5][CH:6]1[CH2:11][CH2:10][CH2:9][CH2:8][O:7]1)([O-:18])=[O:17]. The yield is 0.900.